From a dataset of Catalyst prediction with 721,799 reactions and 888 catalyst types from USPTO. Predict which catalyst facilitates the given reaction. (1) Reactant: C(Cl)(=O)C([Cl:4])=O.CN(C=O)C.[C:12]([C:14]1[C:19](=O)[NH:18][C:17]([CH2:21][F:22])=[C:16]([C:23]([O:25][CH2:26][CH3:27])=[O:24])[CH:15]=1)#[N:13]. Product: [Cl:4][C:19]1[C:14]([C:12]#[N:13])=[CH:15][C:16]([C:23]([O:25][CH2:26][CH3:27])=[O:24])=[C:17]([CH2:21][F:22])[N:18]=1. The catalyst class is: 2. (2) Reactant: [CH3:1][S:2][CH:3]([O:9][C:10]1[CH:15]=[C:14]([CH3:16])[C:13]([CH3:17])=[C:12]([CH3:18])[CH:11]=1)[C:4]([O:6]CC)=[O:5].[OH-].[Na+]. Product: [CH3:1][S:2][CH:3]([O:9][C:10]1[CH:15]=[C:14]([CH3:16])[C:13]([CH3:17])=[C:12]([CH3:18])[CH:11]=1)[C:4]([OH:6])=[O:5]. The catalyst class is: 20. (3) Reactant: [NH2:1][C:2]1[CH:3]=[C:4]([OH:9])[CH:5]=[CH:6][C:7]=1[NH2:8].[C:10]([O:14][C:15]([NH:17][C:18](=NC(OC(C)(C)C)=O)SC)=[O:16])([CH3:13])([CH3:12])[CH3:11]. Product: [C:10]([O:14][C:15](=[O:16])[NH:17][C:18]1[NH:8][C:7]2[CH:6]=[CH:5][C:4]([OH:9])=[CH:3][C:2]=2[N:1]=1)([CH3:13])([CH3:12])[CH3:11]. The catalyst class is: 130. (4) Reactant: [Cl-].[In+3].[Cl-].[Cl-].FC(F)(F)C(O)=O.[CH3:12][S:13]([CH2:16][C:17]1[CH:18]=[CH:19][CH:20]=[C:21]2[C:25]=1[NH:24][CH:23]=[CH:22]2)(=[O:15])=[O:14].[F:26][C:27]1[CH:32]=[C:31]([F:33])[CH:30]=[CH:29][C:28]=1[CH:34](O)[CH:35]1[CH2:37][CH:36]1[C:38]#[N:39]. Product: [F:26][C:27]1[CH:32]=[C:31]([F:33])[CH:30]=[CH:29][C:28]=1[CH:34]([C:22]1[C:21]2[C:25](=[C:17]([CH2:16][S:13]([CH3:12])(=[O:15])=[O:14])[CH:18]=[CH:19][CH:20]=2)[NH:24][CH:23]=1)[CH:35]1[CH2:37][CH:36]1[C:38]#[N:39]. The catalyst class is: 4. (5) Reactant: C([O:5][C:6]([C@H:8]1[CH2:12][NH:11][C:10](=[O:13])[N:9]1[CH3:14])=[O:7])(C)(C)C.FC(F)(F)C(O)=O. Product: [CH3:14][N:9]1[C@@H:8]([C:6]([OH:7])=[O:5])[CH2:12][NH:11][C:10]1=[O:13]. The catalyst class is: 22. (6) Reactant: [CH:1]1([CH2:7][N:8]2[C:16]3[C:11](=[CH:12][CH:13]=[CH:14][C:15]=3[O:17][CH3:18])[C:10]([C:19]3[S:20][C:21]([C:25](OCC)=[O:26])=[C:22]([CH3:24])[N:23]=3)=[CH:9]2)[CH2:6][CH2:5][CH2:4][CH2:3][CH2:2]1.[H-].[Al+3].[Li+].[H-].[H-].[H-].CO. Product: [CH:1]1([CH2:7][N:8]2[C:16]3[C:11](=[CH:12][CH:13]=[CH:14][C:15]=3[O:17][CH3:18])[C:10]([C:19]3[S:20][C:21]([CH2:25][OH:26])=[C:22]([CH3:24])[N:23]=3)=[CH:9]2)[CH2:6][CH2:5][CH2:4][CH2:3][CH2:2]1. The catalyst class is: 266. (7) Reactant: [Cl:1][C:2]1[CH:3]=[CH:4][C:5]2[N:11]3[C:12]([C:15]([F:18])([F:17])[F:16])=[N:13][N:14]=[C:10]3[C@@H:9]([CH2:19][C:20]([N:22]3[CH2:27][CH2:26][CH:25]([CH2:28][C:29]([O:31]CC)=[O:30])[CH2:24][CH2:23]3)=[O:21])[O:8][C@H:7]([C:34]3[CH:39]=[CH:38][CH:37]=[C:36]([O:40][CH3:41])[C:35]=3[O:42][CH3:43])[C:6]=2[CH:44]=1.Cl. Product: [Cl:1][C:2]1[CH:3]=[CH:4][C:5]2[N:11]3[C:12]([C:15]([F:17])([F:16])[F:18])=[N:13][N:14]=[C:10]3[C@@H:9]([CH2:19][C:20]([N:22]3[CH2:23][CH2:24][CH:25]([CH2:28][C:29]([OH:31])=[O:30])[CH2:26][CH2:27]3)=[O:21])[O:8][C@H:7]([C:34]3[CH:39]=[CH:38][CH:37]=[C:36]([O:40][CH3:41])[C:35]=3[O:42][CH3:43])[C:6]=2[CH:44]=1. The catalyst class is: 155. (8) Reactant: [C:1]([C:3]1[CH:8]=[CH:7][C:6]([CH:9]2[C:14]([C:15]([O:17]CC=C)=[O:16])=[C:13]([CH3:21])[N:12]([C:22]3[CH:27]=[CH:26][CH:25]=[C:24]([C:28]([F:31])([F:30])[F:29])[CH:23]=3)[C:11](=[O:32])[NH:10]2)=[C:5]([S:33]([C:36]2[CH:41]=[CH:40][CH:39]=[CH:38][CH:37]=2)(=[O:35])=[O:34])[CH:4]=1)#[N:2].N1CCOCC1. Product: [C:1]([C:3]1[CH:8]=[CH:7][C:6]([CH:9]2[C:14]([C:15]([OH:17])=[O:16])=[C:13]([CH3:21])[N:12]([C:22]3[CH:27]=[CH:26][CH:25]=[C:24]([C:28]([F:29])([F:31])[F:30])[CH:23]=3)[C:11](=[O:32])[NH:10]2)=[C:5]([S:33]([C:36]2[CH:41]=[CH:40][CH:39]=[CH:38][CH:37]=2)(=[O:34])=[O:35])[CH:4]=1)#[N:2]. The catalyst class is: 176. (9) Reactant: [C:1]1([S:7]([C:10]2[C:18]3[C:13](=[CH:14][CH:15]=[C:16]([O:19][CH2:20][CH2:21]OS(C4C=CC(C)=CC=4)(=O)=O)[CH:17]=3)[NH:12][N:11]=2)(=[O:9])=[O:8])[CH:6]=[CH:5][CH:4]=[CH:3][CH:2]=1.[CH:33]([NH2:36])([CH3:35])[CH3:34]. Product: [C:1]1([S:7]([C:10]2[C:18]3[C:13](=[CH:14][CH:15]=[C:16]([O:19][CH2:20][CH2:21][NH:36][CH:33]([CH3:35])[CH3:34])[CH:17]=3)[NH:12][N:11]=2)(=[O:8])=[O:9])[CH:6]=[CH:5][CH:4]=[CH:3][CH:2]=1. The catalyst class is: 1. (10) Reactant: [NH2:1][C:2]1[N:7]=[C:6]([N:8]2[CH2:13][CH2:12][CH2:11][C@@H:10]([C:14]([N:16]3[CH2:20][CH2:19][CH2:18][CH2:17]3)=[O:15])[CH2:9]2)[CH:5]=[CH:4][C:3]=1[N+:21]([O-])=O.[C:24](O[C:24]([O:26][C:27]([CH3:30])([CH3:29])[CH3:28])=[O:25])([O:26][C:27]([CH3:30])([CH3:29])[CH3:28])=[O:25].C(N(CC)CC)C.C(NCC)C. The catalyst class is: 153. Product: [NH2:1][C:2]1[C:3]([NH:21][C:24](=[O:25])[O:26][C:27]([CH3:30])([CH3:29])[CH3:28])=[CH:4][CH:5]=[C:6]([N:8]2[CH2:13][CH2:12][CH2:11][C@@H:10]([C:14]([N:16]3[CH2:20][CH2:19][CH2:18][CH2:17]3)=[O:15])[CH2:9]2)[N:7]=1.